Dataset: Peptide-MHC class I binding affinity with 185,985 pairs from IEDB/IMGT. Task: Regression. Given a peptide amino acid sequence and an MHC pseudo amino acid sequence, predict their binding affinity value. This is MHC class I binding data. (1) The binding affinity (normalized) is 0. The MHC is HLA-A68:02 with pseudo-sequence HLA-A68:02. The peptide sequence is PIPMSRLFM. (2) The peptide sequence is ELVDSVLDVVR. The MHC is Mamu-B03 with pseudo-sequence Mamu-B03. The binding affinity (normalized) is 0.290.